This data is from Full USPTO retrosynthesis dataset with 1.9M reactions from patents (1976-2016). The task is: Predict the reactants needed to synthesize the given product. (1) The reactants are: [F:1][C:2]1[CH:7]=[CH:6][CH:5]=[CH:4][C:3]=1[OH:8].[H-].[Na+].F[C:12]1[CH:17]=[CH:16][C:15]([N+:18]([O-:20])=[O:19])=[CH:14][CH:13]=1. Given the product [F:1][C:2]1[CH:7]=[CH:6][CH:5]=[CH:4][C:3]=1[O:8][C:12]1[CH:17]=[CH:16][C:15]([N+:18]([O-:20])=[O:19])=[CH:14][CH:13]=1, predict the reactants needed to synthesize it. (2) Given the product [C:1]([CH:3]1[CH2:8][CH2:7][N:6]([C:9]([C@H:11]([NH:16][C:17]([C:19]2[C:27]3[C:22](=[N:23][CH:24]=[C:25]([O:37][CH:38]4[CH2:39][CH2:40][CH2:41][CH2:42][CH2:47]4)[N:26]=3)[N:21]([CH2:29][O:30][CH2:31][CH2:32][Si:33]([CH3:36])([CH3:35])[CH3:34])[CH:20]=2)=[O:18])[C:12]([CH3:15])([CH3:14])[CH3:13])=[O:10])[CH2:5][CH2:4]1)#[N:2], predict the reactants needed to synthesize it. The reactants are: [C:1]([CH:3]1[CH2:8][CH2:7][N:6]([C:9]([C@H:11]([NH:16][C:17]([C:19]2[C:27]3[C:22](=[N:23][CH:24]=[C:25](Br)[N:26]=3)[N:21]([CH2:29][O:30][CH2:31][CH2:32][Si:33]([CH3:36])([CH3:35])[CH3:34])[CH:20]=2)=[O:18])[C:12]([CH3:15])([CH3:14])[CH3:13])=[O:10])[CH2:5][CH2:4]1)#[N:2].[OH:37][C:38]1[CH:39]=[CH:40][CH:41]=[C:42]2[C:47]=1N=CC=C2.[O-]P([O-])([O-])=O.[K+].[K+].[K+].C1(O)CCCCC1. (3) Given the product [NH2:18][C:16]1[CH:15]=[CH:14][C:7]2[N:8]([CH2:9][C:10]([F:13])([F:12])[F:11])[C@H:3]([CH2:1][CH3:2])[CH2:4][O:5][C:6]=2[CH:17]=1, predict the reactants needed to synthesize it. The reactants are: [CH2:1]([C@H:3]1[N:8]([CH2:9][C:10]([F:13])([F:12])[F:11])[C:7]2[CH:14]=[CH:15][C:16]([N+:18]([O-])=O)=[CH:17][C:6]=2[O:5][CH2:4]1)[CH3:2]. (4) The reactants are: [N:1]1[CH:6]=[CH:5][CH:4]=[C:3]([CH2:7][CH2:8][CH2:9][CH:10]([O:20][C:21](=[O:53])[CH2:22][N:23]([CH2:31][C:32]([N:34]2[CH2:39][CH2:38][N:37]([CH:40]([C:47]3[CH:52]=[CH:51][CH:50]=[CH:49][CH:48]=3)[C:41]3[CH:46]=[CH:45][CH:44]=[CH:43][CH:42]=3)[CH2:36][CH2:35]2)=[O:33])C(OC(C)(C)C)=O)[CH2:11][CH2:12][CH2:13][C:14]2[CH:15]=[N:16][CH:17]=[CH:18][CH:19]=2)[CH:2]=1.FC(F)(F)C(O)=O. Given the product [N:1]1[CH:6]=[CH:5][CH:4]=[C:3]([CH2:7][CH2:8][CH2:9][CH:10]([O:20][C:21](=[O:53])[CH2:22][NH:23][CH2:31][C:32]([N:34]2[CH2:39][CH2:38][N:37]([CH:40]([C:41]3[CH:46]=[CH:45][CH:44]=[CH:43][CH:42]=3)[C:47]3[CH:48]=[CH:49][CH:50]=[CH:51][CH:52]=3)[CH2:36][CH2:35]2)=[O:33])[CH2:11][CH2:12][CH2:13][C:14]2[CH:15]=[N:16][CH:17]=[CH:18][CH:19]=2)[CH:2]=1, predict the reactants needed to synthesize it.